Dataset: Catalyst prediction with 721,799 reactions and 888 catalyst types from USPTO. Task: Predict which catalyst facilitates the given reaction. (1) Reactant: Cl[CH2:2][C:3](Cl)=[O:4].[NH2:6][C:7]1[CH:8]=[C:9]([CH2:14][C:15]([O:17][CH3:18])=[O:16])[CH:10]=[CH:11][C:12]=1[OH:13].C(=O)([O-])O.[Na+].O. Product: [O:4]=[C:3]1[CH2:2][O:13][C:12]2[CH:11]=[CH:10][C:9]([CH2:14][C:15]([O:17][CH3:18])=[O:16])=[CH:8][C:7]=2[NH:6]1. The catalyst class is: 13. (2) Reactant: [H-].[Na+].[C:3]1([OH:9])[CH:8]=[CH:7][CH:6]=[CH:5][CH:4]=1.Cl[C:11]1[C:16]([N+:17]([O-:19])=[O:18])=[C:15]([NH:20][CH2:21][CH2:22][O:23][CH2:24][CH2:25][CH2:26][C:27]2[CH:28]=[N:29][CH:30]=[CH:31][CH:32]=2)[C:14]([CH3:33])=[C:13]([CH3:34])[N:12]=1. Product: [CH3:34][C:13]1[C:14]([CH3:33])=[C:15]([NH:20][CH2:21][CH2:22][O:23][CH2:24][CH2:25][CH2:26][C:27]2[CH:28]=[N:29][CH:30]=[CH:31][CH:32]=2)[C:16]([N+:17]([O-:19])=[O:18])=[C:11]([O:9][C:3]2[CH:8]=[CH:7][CH:6]=[CH:5][CH:4]=2)[N:12]=1. The catalyst class is: 270. (3) Reactant: [CH3:1][N:2]([CH3:21])[NH:3][CH:4]=[C:5]([C:11](=[O:20])[C:12]1[CH:17]=[C:16]([I:18])[CH:15]=[CH:14][C:13]=1F)[C:6]([O:8][CH2:9][CH3:10])=[O:7].C(=O)([O-])[O-].[K+].[K+].O. Product: [CH3:1][N:2]([CH3:21])[N:3]1[C:13]2[C:12](=[CH:17][C:16]([I:18])=[CH:15][CH:14]=2)[C:11](=[O:20])[C:5]([C:6]([O:8][CH2:9][CH3:10])=[O:7])=[CH:4]1. The catalyst class is: 3. (4) Reactant: [OH:1][C:2]1[C:7]([C:8]([O:10]CC)=[O:9])=[CH:6][N:5]=[C:4]2[CH:13]=[CH:14][S:15][C:3]=12.[OH-].[Na+].Cl. Product: [OH:1][C:2]1[C:7]([C:8]([OH:10])=[O:9])=[CH:6][N:5]=[C:4]2[CH:13]=[CH:14][S:15][C:3]=12. The catalyst class is: 5. (5) Reactant: [CH3:1][C:2]1[N:7]=[C:6]([SH:8])[N:5]=[C:4]([OH:9])[CH:3]=1.C(=O)([O-])[O-].[K+].[K+].Br[CH2:17][C:18]1[C:22]([CH2:23][CH3:24])=[CH:21][N:20]([CH2:25]C)[N:19]=1. Product: [CH2:23]([C:22]1[C:18]([CH2:17][S:8][C:6]2[N:5]=[C:4]([OH:9])[CH:3]=[C:2]([CH3:1])[N:7]=2)=[N:19][N:20]([CH3:25])[CH:21]=1)[CH3:24]. The catalyst class is: 3. (6) Reactant: [C:1]([NH:8][CH2:9][CH2:10][NH2:11])([O:3][C:4]([CH3:7])([CH3:6])[CH3:5])=[O:2].C(N(CC)CC)C.Cl[CH2:20][CH2:21][S:22](Cl)(=[O:24])=[O:23]. Product: [CH:21]([S:22]([NH:11][CH2:10][CH2:9][NH:8][C:1](=[O:2])[O:3][C:4]([CH3:5])([CH3:6])[CH3:7])(=[O:24])=[O:23])=[CH2:20]. The catalyst class is: 2.